This data is from Forward reaction prediction with 1.9M reactions from USPTO patents (1976-2016). The task is: Predict the product of the given reaction. (1) Given the reactants I.[CH3:2][C:3]1[CH:8]=[CH:7][CH:6]=[CH:5][C:4]=1[C@H:9]1[C@@H:13]([C:14]2[CH:19]=[CH:18][CH:17]=[CH:16][C:15]=2[CH3:20])[NH:12][C:11]([S:21][CH3:22])=[N:10]1.[C:23]([O:27][C:28](O[C:28]([O:27][C:23]([CH3:26])([CH3:25])[CH3:24])=[O:29])=[O:29])([CH3:26])([CH3:25])[CH3:24].C(N(CC)CC)C, predict the reaction product. The product is: [CH3:2][C:3]1[CH:8]=[CH:7][CH:6]=[CH:5][C:4]=1[C@H:9]1[C@@H:13]([C:14]2[CH:19]=[CH:18][CH:17]=[CH:16][C:15]=2[CH3:20])[N:12]([C:28]([O:27][C:23]([CH3:26])([CH3:25])[CH3:24])=[O:29])[C:11]([S:21][CH3:22])=[N:10]1. (2) Given the reactants [N:1]1([C:10]2[CH:19]=[CH:18][C:13]([C:14]([O:16]C)=[O:15])=[CH:12][CH:11]=2)[C:5]2[CH:6]=[CH:7][CH:8]=[CH:9][C:4]=2[N:3]=[CH:2]1.[OH-].[Na+], predict the reaction product. The product is: [N:1]1([C:10]2[CH:19]=[CH:18][C:13]([C:14]([OH:16])=[O:15])=[CH:12][CH:11]=2)[C:5]2[CH:6]=[CH:7][CH:8]=[CH:9][C:4]=2[N:3]=[CH:2]1. (3) Given the reactants [F:1][C:2]([F:7])([F:6])[C:3]([OH:5])=[O:4].[F:8][C:9]([F:14])([F:13])[C:10]([OH:12])=[O:11].FC(F)(F)C(O)=O.[Cl:22][C:23]1[CH:24]=[N:25][C:26]2[NH:27][C:28]3[CH:29]=[N:30][CH:31]=[C:32]([CH:54]=3)[CH2:33][CH2:34][C:35]3[CH:43]=[C:39]([NH:40][C:41]=1[N:42]=2)[CH:38]=[CH:37][C:36]=3[O:44][CH2:45][C:46](=[O:53])[N:47]1[CH2:52][CH2:51][NH:50][CH2:49][CH2:48]1.[F:55][C:56]1[CH:64]=[C:63]([F:65])[CH:62]=[CH:61][C:57]=1[C:58](Cl)=[O:59], predict the reaction product. The product is: [F:1][C:2]([F:7])([F:6])[C:3]([OH:5])=[O:4].[F:8][C:9]([F:14])([F:13])[C:10]([OH:12])=[O:11].[Cl:22][C:23]1[CH:24]=[N:25][C:26]2[NH:27][C:28]3[CH:29]=[N:30][CH:31]=[C:32]([CH:54]=3)[CH2:33][CH2:34][C:35]3[CH:43]=[C:39]([NH:40][C:41]=1[N:42]=2)[CH:38]=[CH:37][C:36]=3[O:44][CH2:45][C:46]([N:47]1[CH2:52][CH2:51][N:50]([C:58](=[O:59])[C:57]2[CH:61]=[CH:62][C:63]([F:65])=[CH:64][C:56]=2[F:55])[CH2:49][CH2:48]1)=[O:53]. (4) Given the reactants Cl.[Cl:2][C:3]1[C:8]([Cl:9])=[CH:7][CH:6]=[CH:5][C:4]=1[N:10]1[CH2:15][CH2:14][NH:13][CH2:12][CH2:11]1.[Br:16][C:17]1[CH:22]=[CH:21][CH:20]=[C:19]([CH2:23]Br)[CH:18]=1.C(N(CC)CC)C, predict the reaction product. The product is: [Br:16][C:17]1[CH:18]=[C:19]([CH:20]=[CH:21][CH:22]=1)[CH2:23][N:13]1[CH2:14][CH2:15][N:10]([C:4]2[CH:5]=[CH:6][CH:7]=[C:8]([Cl:9])[C:3]=2[Cl:2])[CH2:11][CH2:12]1. (5) Given the reactants Cl[C:2]1[N:7]2[N:8]=[C:9]([CH3:11])[CH:10]=[C:6]2[N:5]=[C:4]([NH:12][C:13](=[O:24])[C:14]2[CH:19]=[CH:18][C:17]([C:20]([OH:23])([CH3:22])[CH3:21])=[CH:16][CH:15]=2)[CH:3]=1.[CH:25]1([CH2:28][O:29][C:30]2[CH:35]=[CH:34][C:33](B3OC(C)(C)C(C)(C)O3)=[CH:32][N:31]=2)[CH2:27][CH2:26]1.O1CCOCC1, predict the reaction product. The product is: [CH:25]1([CH2:28][O:29][C:30]2[N:31]=[CH:32][C:33]([C:2]3[N:7]4[N:8]=[C:9]([CH3:11])[CH:10]=[C:6]4[N:5]=[C:4]([NH:12][C:13](=[O:24])[C:14]4[CH:19]=[CH:18][C:17]([C:20]([OH:23])([CH3:22])[CH3:21])=[CH:16][CH:15]=4)[CH:3]=3)=[CH:34][CH:35]=2)[CH2:26][CH2:27]1. (6) The product is: [C:1]([C:4]1[C:9]2[S:10][C:11]([C:14]([NH:16][C:17]3[CH:26]=[CH:25][C:24]4[C:19](=[CH:20][CH:21]=[CH:22][C:23]=4[CH2:27][O:28][C:33](=[O:35])[CH3:34])[N:18]=3)=[O:15])=[C:12]([CH3:13])[C:8]=2[C:7]([CH2:29][O:30][CH3:31])=[CH:6][CH:5]=1)(=[O:3])[CH3:2]. Given the reactants [C:1]([C:4]1[C:9]2[S:10][C:11]([C:14]([NH:16][C:17]3[CH:26]=[CH:25][C:24]4[C:19](=[CH:20][CH:21]=[CH:22][C:23]=4[CH2:27][OH:28])[N:18]=3)=[O:15])=[C:12]([CH3:13])[C:8]=2[C:7]([CH2:29][O:30][CH3:31])=[CH:6][CH:5]=1)(=[O:3])[CH3:2].O.[C:33](OC(=O)C)(=[O:35])[CH3:34], predict the reaction product.